Predict the reactants needed to synthesize the given product. From a dataset of Full USPTO retrosynthesis dataset with 1.9M reactions from patents (1976-2016). (1) Given the product [CH3:13][O:12][C:8]1[CH:7]=[C:6]2[C:11](=[CH:10][CH:9]=1)[C:2]([S:27]([C:21]1[CH:26]=[CH:25][CH:24]=[CH:23][CH:22]=1)(=[O:29])=[O:28])=[N:3][C:4]([CH3:20])=[C:5]2[C:14]1[CH:19]=[CH:18][CH:17]=[CH:16][CH:15]=1, predict the reactants needed to synthesize it. The reactants are: Cl[C:2]1[C:11]2[C:6](=[CH:7][C:8]([O:12][CH3:13])=[CH:9][CH:10]=2)[C:5]([C:14]2[CH:19]=[CH:18][CH:17]=[CH:16][CH:15]=2)=[C:4]([CH3:20])[N:3]=1.[C:21]1([S:27]([OH:29])=[O:28])[CH:26]=[CH:25][CH:24]=[CH:23][CH:22]=1.[Na].O. (2) The reactants are: [NH2:1][C:2]1[CH:7]=[CH:6][C:5]([N:8]2[CH2:13][CH2:12][O:11][CH2:10][C:9]2=[O:14])=[CH:4][CH:3]=1.[Cl:15][C:16]1[S:20][C:19]([C:21]([NH:23][CH2:24][C@H:25]2[CH2:27][O:26]2)=[O:22])=[CH:18][CH:17]=1.FC(F)(F)S([O-])(=O)=O.[Yb+3].FC(F)(F)S([O-])(=O)=O.FC(F)(F)S([O-])(=O)=O. Given the product [Cl:15][C:16]1[S:20][C:19]([C:21]([NH:23][CH2:24][C@H:25]([OH:26])[CH2:27][NH:1][C:2]2[CH:3]=[CH:4][C:5]([N:8]3[CH2:13][CH2:12][O:11][CH2:10][C:9]3=[O:14])=[CH:6][CH:7]=2)=[O:22])=[CH:18][CH:17]=1, predict the reactants needed to synthesize it. (3) Given the product [CH3:21][O:20][C:17]1[CH:18]=[CH:19][C:14]([N:12]([CH3:13])[C:10]2[C:9]3[C:4](=[CH:5][CH:6]=[C:7]([CH3:22])[CH:8]=3)[N:3]=[C:2]([NH:26][CH2:25][CH2:23][OH:24])[N:11]=2)=[CH:15][CH:16]=1, predict the reactants needed to synthesize it. The reactants are: Cl[C:2]1[N:11]=[C:10]([N:12]([C:14]2[CH:19]=[CH:18][C:17]([O:20][CH3:21])=[CH:16][CH:15]=2)[CH3:13])[C:9]2[C:4](=[CH:5][CH:6]=[C:7]([CH3:22])[CH:8]=2)[N:3]=1.[CH2:23]([CH2:25][NH2:26])[OH:24].